From a dataset of Full USPTO retrosynthesis dataset with 1.9M reactions from patents (1976-2016). Predict the reactants needed to synthesize the given product. (1) Given the product [CH2:15]([NH:21][C:22]([C:24]1[CH:25]=[CH:26][C:27]([C:2]2[CH:3]=[N:4][CH:5]=[C:6]3[C:11]=2[N:10]=[C:9]([C:12]([NH2:14])=[O:13])[CH:8]=[CH:7]3)=[CH:28][CH:29]=1)=[O:23])[CH2:16][CH2:17][CH2:18][CH2:19][CH3:20], predict the reactants needed to synthesize it. The reactants are: Br[C:2]1[CH:3]=[N:4][CH:5]=[C:6]2[C:11]=1[N:10]=[C:9]([C:12]([NH2:14])=[O:13])[CH:8]=[CH:7]2.[CH2:15]([NH:21][C:22]([C:24]1[CH:29]=[CH:28][C:27](B(O)O)=[CH:26][CH:25]=1)=[O:23])[CH2:16][CH2:17][CH2:18][CH2:19][CH3:20]. (2) Given the product [NH2:9][CH2:8][C:7]1[CH:6]=[C:5]([CH:12]=[CH:11][CH:10]=1)[C:4]#[N:1], predict the reactants needed to synthesize it. The reactants are: [N:1]([CH2:4][C:5]1[CH:6]=[C:7]([CH:10]=[CH:11][CH:12]=1)[C:8]#[N:9])=[N+]=[N-]. (3) Given the product [C:28]([O:27][C:22](=[O:26])[CH:23]([CH3:25])[CH2:24][N:13]1[CH2:14][CH2:15][O:16][CH:11]([C:8]2[CH:7]=[CH:6][C:5]([O:4][C:3]3[CH:17]=[CH:18][CH:19]=[C:20]([CH3:21])[C:2]=3[CH3:1])=[CH:10][CH:9]=2)[CH2:12]1)([CH3:31])([CH3:30])[CH3:29], predict the reactants needed to synthesize it. The reactants are: [CH3:1][C:2]1[C:20]([CH3:21])=[CH:19][CH:18]=[CH:17][C:3]=1[O:4][C:5]1[CH:10]=[CH:9][C:8]([CH:11]2[O:16][CH2:15][CH2:14][NH:13][CH2:12]2)=[CH:7][CH:6]=1.[C:22]([O:27][C:28]([CH3:31])([CH3:30])[CH3:29])(=[O:26])[C:23]([CH3:25])=[CH2:24].N12CCCN=C1CCCCC2. (4) Given the product [CH:9]1([C:7]([C:5]2[O:6][C:2]([CH3:1])=[CH:3][N:4]=2)([C:15]2[CH:20]=[CH:19][CH:18]=[CH:17][CH:16]=2)[OH:8])[CH2:14][CH2:13][CH2:12][CH2:11][CH2:10]1, predict the reactants needed to synthesize it. The reactants are: [CH3:1][C:2]1[O:6][C:5]([C:7]([C:9]2[CH:14]=[CH:13][CH:12]=[CH:11][CH:10]=2)=[O:8])=[N:4][CH:3]=1.[CH:15]1([Mg]Cl)[CH2:20][CH2:19][CH2:18][CH2:17][CH2:16]1.C(OCC)C.[NH4+].[Cl-]. (5) Given the product [F:18][C:19]([F:30])([F:29])[C:20]([OH:22])=[O:21].[F:1][C:2]1[CH:3]=[C:4]2[C:8](=[CH:9][CH:10]=1)[N:7]([S:11]([CH3:14])(=[O:13])=[O:12])[CH:6]=[C:5]2[C:15]([O:17][C:41]12[CH2:44][CH2:45][N:38]([CH2:43][CH2:42]1)[CH2:39][CH2:40]2)=[O:16], predict the reactants needed to synthesize it. The reactants are: [F:1][C:2]1[CH:3]=[C:4]2[C:8](=[CH:9][CH:10]=1)[N:7]([S:11]([CH3:14])(=[O:13])=[O:12])[CH:6]=[C:5]2[C:15]([OH:17])=[O:16].[F:18][C:19]([F:30])([F:29])[C:20]([O:22]C(=O)C(F)(F)F)=[O:21].C(O)(C(F)(F)F)=O.[N:38]12[CH2:45][CH2:44][C:41](O)([CH2:42][CH2:43]1)[CH2:40][CH2:39]2. (6) The reactants are: [Cl:1][C:2]1[CH:13]=[CH:12][CH:11]=[C:10]([N+:14]([O-:16])=[O:15])[C:3]=1[C:4]([NH:6][CH:7]1[CH2:9][CH2:8]1)=[O:5].O=S(Cl)Cl.[C:21]([O:25][C:26]([NH:28][C@@H:29]([CH3:33])[C:30](O)=[O:31])=[O:27])([CH3:24])([CH3:23])[CH3:22].CCN(C(C)C)C(C)C. Given the product [Cl:1][C:2]1[CH:13]=[CH:12][CH:11]=[C:10]([N+:14]([O-:16])=[O:15])[C:3]=1[C:4]([N:6]([C:30](=[O:31])[C@@H:29]([NH:28][C:26](=[O:27])[O:25][C:21]([CH3:23])([CH3:22])[CH3:24])[CH3:33])[CH:7]1[CH2:9][CH2:8]1)=[O:5], predict the reactants needed to synthesize it. (7) Given the product [Cl:20][C:17]1[CH:16]=[CH:15][C:14]([C:12]2[N:13]=[C:9]([S:4][CH2:1][CH2:2][CH3:3])[O:10][C:11]=2[CH2:21][CH2:22][C:23]([O:25][CH3:26])=[O:24])=[CH:19][CH:18]=1, predict the reactants needed to synthesize it. The reactants are: [CH2:1]([SH:4])[CH2:2][CH3:3].C[O-].[Na+].Cl[C:9]1[O:10][C:11]([CH2:21][CH2:22][C:23]([O:25][CH3:26])=[O:24])=[C:12]([C:14]2[CH:19]=[CH:18][C:17]([Cl:20])=[CH:16][CH:15]=2)[N:13]=1. (8) Given the product [Cl:9][C:6]1[C:7]([OH:8])=[C:2]([NH:1][C:21]([NH:20][C:23]2[CH:28]=[CH:27][CH:26]=[CH:25][C:24]=2[C:29]([F:30])([F:31])[F:32])=[O:22])[CH:3]=[C:4]([NH:10][C:11]([NH:13][CH:14]2[CH2:15][CH2:16][CH2:17][CH2:18][CH2:19]2)=[O:12])[CH:5]=1, predict the reactants needed to synthesize it. The reactants are: [NH2:1][C:2]1[CH:3]=[C:4]([NH:10][C:11]([NH:13][CH:14]2[CH2:19][CH2:18][CH2:17][CH2:16][CH2:15]2)=[O:12])[CH:5]=[C:6]([Cl:9])[C:7]=1[OH:8].[N:20]([C:23]1[CH:28]=[CH:27][CH:26]=[CH:25][C:24]=1[C:29]([F:32])([F:31])[F:30])=[C:21]=[O:22]. (9) Given the product [Br:1][C:2]1[N:6]([S:7]([C:10]2[CH:15]=[CH:14][CH:13]=[C:12]([S:16]([CH3:19])(=[O:18])=[O:17])[CH:11]=2)(=[O:8])=[O:9])[CH:5]=[C:4]([CH:20]=[O:21])[CH:3]=1, predict the reactants needed to synthesize it. The reactants are: [Br:1][C:2]1[N:6]([S:7]([C:10]2[CH:15]=[CH:14][CH:13]=[C:12]([S:16]([CH3:19])(=[O:18])=[O:17])[CH:11]=2)(=[O:9])=[O:8])[CH:5]=[C:4]([CH2:20][OH:21])[CH:3]=1.S(=O)(=O)=O. (10) The reactants are: [C:1]([O:5][C:6](=[O:33])[CH2:7][O:8][C:9]1[C:14]([CH3:15])=[CH:13][C:12]([C:16]2[O:17][C:18]3[N:19]=[C:20](S(C)(=O)=O)[N:21]=[C:22]([CH2:25][CH2:26][CH3:27])[C:23]=3[N:24]=2)=[CH:11][C:10]=1[CH3:32])([CH3:4])([CH3:3])[CH3:2].[Cl:34][C:35]1[CH:36]=[C:37]([OH:41])[CH:38]=[CH:39][CH:40]=1. Given the product [Cl:34][C:35]1[CH:36]=[C:37]([CH:38]=[CH:39][CH:40]=1)[O:41][C:20]1[N:21]=[C:22]([CH2:25][CH2:26][CH3:27])[C:23]2[N:24]=[C:16]([C:12]3[CH:13]=[C:14]([CH3:15])[C:9]([O:8][CH2:7][C:6]([O:5][C:1]([CH3:4])([CH3:3])[CH3:2])=[O:33])=[C:10]([CH3:32])[CH:11]=3)[O:17][C:18]=2[N:19]=1, predict the reactants needed to synthesize it.